This data is from Peptide-MHC class I binding affinity with 185,985 pairs from IEDB/IMGT. The task is: Regression. Given a peptide amino acid sequence and an MHC pseudo amino acid sequence, predict their binding affinity value. This is MHC class I binding data. (1) The peptide sequence is SASSGKLGL. The MHC is HLA-A03:01 with pseudo-sequence HLA-A03:01. The binding affinity (normalized) is 0. (2) The peptide sequence is KPKVASEAF. The MHC is HLA-B51:01 with pseudo-sequence HLA-B51:01. The binding affinity (normalized) is 0.0847. (3) The peptide sequence is GLGQYIYET. The MHC is HLA-A02:19 with pseudo-sequence HLA-A02:19. The binding affinity (normalized) is 0.488. (4) The peptide sequence is TTRYKYLNK. The MHC is HLA-A03:01 with pseudo-sequence HLA-A03:01. The binding affinity (normalized) is 0.560.